This data is from Forward reaction prediction with 1.9M reactions from USPTO patents (1976-2016). The task is: Predict the product of the given reaction. (1) Given the reactants B(Br)(Br)Br.[F:5][C:6]1[CH:7]=[C:8]([CH2:13][S:14]([NH:17][C:18]2[N:19]=[N:20][C:21]([S:26]([CH3:29])(=[O:28])=[O:27])=[CH:22][C:23]=2[O:24]C)(=[O:16])=[O:15])[CH:9]=[CH:10][C:11]=1[F:12], predict the reaction product. The product is: [F:5][C:6]1[CH:7]=[C:8]([CH2:13][S:14]([NH:17][C:18]2[N:19]=[N:20][C:21]([S:26]([CH3:29])(=[O:27])=[O:28])=[CH:22][C:23]=2[OH:24])(=[O:15])=[O:16])[CH:9]=[CH:10][C:11]=1[F:12]. (2) Given the reactants Br[C:2]1[CH:7]=[CH:6][N:5]=[C:4]2[N:8]([CH2:11][O:12][CH2:13][CH2:14][Si:15]([CH3:18])([CH3:17])[CH3:16])[CH:9]=[CH:10][C:3]=12.CC1(C)C(C)(C)OB([C:27]2[CH:28]=[N:29][NH:30][CH:31]=2)O1.CN(C=O)C.C(=O)([O-])[O-].[K+].[K+], predict the reaction product. The product is: [NH:29]1[CH:28]=[C:27]([C:2]2[CH:7]=[CH:6][N:5]=[C:4]3[N:8]([CH2:11][O:12][CH2:13][CH2:14][Si:15]([CH3:18])([CH3:17])[CH3:16])[CH:9]=[CH:10][C:3]=23)[CH:31]=[N:30]1.